Dataset: Forward reaction prediction with 1.9M reactions from USPTO patents (1976-2016). Task: Predict the product of the given reaction. (1) Given the reactants [Cl:1][C:2]1[CH:3]=[CH:4][C:5]2[C:11]3[N:12]=[C:13]([NH:16][C:17]4[CH:22]=[CH:21][C:20]([O:23][CH3:24])=[C:19]([O:25][CH3:26])[CH:18]=4)[N:14]=[CH:15][C:10]=3[CH2:9][N:8]=[C:7]([C:27]3[CH:32]=[CH:31][CH:30]=[CH:29][C:28]=3[F:33])[C:6]=2[CH:34]=1.C(O)(=O)C, predict the reaction product. The product is: [Cl:1][C:2]1[CH:3]=[CH:4][C:5]2[C:11]3[N:12]=[C:13]([NH:16][C:17]4[CH:22]=[CH:21][C:20]([O:23][CH3:24])=[C:19]([O:25][CH3:26])[CH:18]=4)[N:14]=[CH:15][C:10]=3[CH2:9][NH:8][CH:7]([C:27]3[CH:32]=[CH:31][CH:30]=[CH:29][C:28]=3[F:33])[C:6]=2[CH:34]=1. (2) The product is: [CH3:43][S:44]([OH:47])(=[O:46])=[O:45].[CH3:43][S:44]([OH:47])(=[O:46])=[O:45].[CH3:43][S:44]([OH:47])(=[O:46])=[O:45].[Cl:1][C:2]1[CH:3]=[C:4]([NH:16][C:17]2[C:26]3[C:21](=[CH:22][C:23]([O:38][CH2:39][CH3:40])=[C:24]([NH:27][C:28](=[O:37])/[CH:29]=[CH:30]/[C@H:31]4[CH2:35][CH2:34][CH2:33][N:32]4[CH3:36])[CH:25]=3)[N:20]=[CH:19][C:18]=2[C:41]#[N:42])[CH:5]=[CH:6][C:7]=1[O:8][CH2:9][C:10]1[CH:15]=[CH:14][CH:13]=[CH:12][N:11]=1. Given the reactants [Cl:1][C:2]1[CH:3]=[C:4]([NH:16][C:17]2[C:26]3[C:21](=[CH:22][C:23]([O:38][CH2:39][CH3:40])=[C:24]([NH:27][C:28](=[O:37])/[CH:29]=[CH:30]/[C@H:31]4[CH2:35][CH2:34][CH2:33][N:32]4[CH3:36])[CH:25]=3)[N:20]=[CH:19][C:18]=2[C:41]#[N:42])[CH:5]=[CH:6][C:7]=1[O:8][CH2:9][C:10]1[CH:15]=[CH:14][CH:13]=[CH:12][N:11]=1.[CH3:43][S:44]([OH:47])(=[O:46])=[O:45].C(OCC)C, predict the reaction product. (3) Given the reactants ClC[C:3]([C:5]1[CH:10]=[CH:9][C:8]([NH:11][C:12](=[O:20])[C:13]2[CH:18]=[CH:17][CH:16]=[CH:15][C:14]=2[CH3:19])=[CH:7][C:6]=1[CH3:21])=[O:4].ClCC(C1C=CC(C)=CC=1NC(=O)C1C=CC=CC=1C)=[O:25].Cl, predict the reaction product. The product is: [CH3:21][C:6]1[CH:7]=[C:8]([NH:11][C:12](=[O:20])[C:13]2[CH:18]=[CH:17][CH:16]=[CH:15][C:14]=2[CH3:19])[CH:9]=[CH:10][C:5]=1[C:3]([OH:4])=[O:25].